Dataset: Forward reaction prediction with 1.9M reactions from USPTO patents (1976-2016). Task: Predict the product of the given reaction. (1) Given the reactants [NH2:1][C:2]1[CH:23]=[CH:22][C:5]([CH2:6][NH:7][C:8]([NH:10][CH2:11][C:12]2[CH:17]=[CH:16][C:15]([C:18]([CH3:21])([CH3:20])[CH3:19])=[CH:14][CH:13]=2)=[O:9])=[CH:4][C:3]=1[F:24].[I:25]I, predict the reaction product. The product is: [NH2:1][C:2]1[C:23]([I:25])=[CH:22][C:5]([CH2:6][NH:7][C:8]([NH:10][CH2:11][C:12]2[CH:17]=[CH:16][C:15]([C:18]([CH3:19])([CH3:20])[CH3:21])=[CH:14][CH:13]=2)=[O:9])=[CH:4][C:3]=1[F:24]. (2) Given the reactants [C:1](O)(=O)[CH3:2].C(OC(=O)C)(=O)C.[OH:12][NH:13][C:14]([C:16]1[CH:21]=[CH:20][C:19](=[O:22])[NH:18][N:17]=1)=[NH:15], predict the reaction product. The product is: [CH3:1][C:2]1[O:12][N:13]=[C:14]([C:16]2[CH:21]=[CH:20][C:19](=[O:22])[NH:18][N:17]=2)[N:15]=1. (3) Given the reactants [F:1][C:2]1[C:7]([C:8]2[CH:13]=[CH:12][CH:11]=[C:10]([CH3:14])[CH:9]=2)=[C:6]([C@:15]([C@@H:23]2[O:28][CH2:27][CH2:26][N:25](C(OC(C)(C)C)=O)[CH2:24]2)([OH:22])[CH2:16][CH2:17][CH2:18][CH2:19][O:20][CH3:21])[CH:5]=[CH:4][CH:3]=1.Cl.[OH-].[Na+], predict the reaction product. The product is: [F:1][C:2]1[C:7]([C:8]2[CH:13]=[CH:12][CH:11]=[C:10]([CH3:14])[CH:9]=2)=[C:6]([C@:15]([C@@H:23]2[O:28][CH2:27][CH2:26][NH:25][CH2:24]2)([OH:22])[CH2:16][CH2:17][CH2:18][CH2:19][O:20][CH3:21])[CH:5]=[CH:4][CH:3]=1. (4) Given the reactants Br[CH:2]1[C:10](=[O:11])[CH2:9][CH2:8][C:7]2([CH3:12])[CH:3]1[CH2:4][CH2:5][C:6]2=[O:13], predict the reaction product. The product is: [CH2:10]([O:11][CH:2]1[C:10](=[O:11])[CH2:9][CH2:8][C:7]2([CH3:12])[CH:3]1[CH2:4][CH2:5][C:6]2=[O:13])[CH:9]=[CH2:8]. (5) Given the reactants O[N:2]=[C:3]([C:9](=O)[C:10]1[CH:15]=[CH:14][CH:13]=[CH:12][N:11]=1)[C:4]([O:6][CH2:7][CH3:8])=[O:5].C([O-])(=O)C.[NH4+:21].[F:22][C:23]1[CH:30]=[CH:29][CH:28]=[C:27]([F:31])[C:24]=1[CH:25]=O, predict the reaction product. The product is: [F:22][C:23]1[CH:30]=[CH:29][CH:28]=[C:27]([F:31])[C:24]=1[C:25]1[NH:2][C:3]([C:4]([O:6][CH2:7][CH3:8])=[O:5])=[C:9]([C:10]2[CH:15]=[CH:14][CH:13]=[CH:12][N:11]=2)[N:21]=1. (6) Given the reactants [NH2:1][C:2]1[N:7]=[C:6]([N:8]2[CH:17]([CH3:18])[CH2:16][C:15]3[C:10](=[CH:11][C:12]([C:19]4[CH:20]=[CH:21][C:22]([C:25](O)=[O:26])=[N:23][CH:24]=4)=[CH:13][CH:14]=3)[CH2:9]2)[CH:5]=[C:4]([N:28]2[CH2:33][CH2:32][N:31]([CH3:34])[CH2:30][CH2:29]2)[N:3]=1.[NH:35]1[CH2:39][CH2:38][CH2:37][CH2:36]1, predict the reaction product. The product is: [CH3:34][N:31]1[CH2:30][CH2:29][N:28]([C:4]2[CH:5]=[C:6]([N:8]3[CH:17]([CH3:18])[CH2:16][C:15]4[C:10](=[CH:11][C:12]([C:19]5[CH:24]=[N:23][C:22]([C:25]([N:35]6[CH2:39][CH2:38][CH2:37][CH2:36]6)=[O:26])=[CH:21][CH:20]=5)=[CH:13][CH:14]=4)[CH2:9]3)[N:7]=[C:2]([NH2:1])[N:3]=2)[CH2:33][CH2:32]1.